From a dataset of Reaction yield outcomes from USPTO patents with 853,638 reactions. Predict the reaction yield, written as a fraction of the theoretical maximum amount of product (1.0 means a 100% yield; for example, 0.34 means a 34% yield). (1) The reactants are [Cl:1][C:2]1[CH:7]=[C:6]([OH:8])[CH:5]=[CH:4][C:3]=1[CH:9]([CH3:27])[C:10]([C:16]1[CH:17]=[CH:18][C:19]2[O:23][C:22](=[O:24])[N:21]([CH3:25])[C:20]=2[CH:26]=1)([OH:15])[C:11]([F:14])([F:13])[F:12].[CH3:28][O:29][C:30](=[O:38])[C:31]1[CH:36]=[CH:35][C:34](Cl)=[N:33][CH:32]=1.C(N(CC)CC)C.N12CCN(CC1)CC2. The catalyst is CN(C=O)C.O. The product is [CH3:28][O:29][C:30](=[O:38])[C:31]1[CH:36]=[CH:35][C:34]([O:8][C:6]2[CH:5]=[CH:4][C:3]([CH:9]([CH3:27])[C:10]([OH:15])([C:16]3[CH:17]=[CH:18][C:19]4[O:23][C:22](=[O:24])[N:21]([CH3:25])[C:20]=4[CH:26]=3)[C:11]([F:12])([F:13])[F:14])=[C:2]([Cl:1])[CH:7]=2)=[N:33][CH:32]=1. The yield is 0.160. (2) The reactants are Br[C:2]1[CH:7]=[CH:6][C:5]([O:8][CH2:9][O:10][CH3:11])=[CH:4][C:3]=1[O:12][CH2:13][O:14][CH3:15].CN(C)CCN(C)C.C([Li])CCC.[Si:29]([O:36][C:37]1[CH:42]=[CH:41][C:40]([CH:43]2[CH2:48][CH2:47][C:46](=[O:49])[CH2:45][CH2:44]2)=[CH:39][CH:38]=1)([C:32]([CH3:35])([CH3:34])[CH3:33])([CH3:31])[CH3:30]. The catalyst is O1CCCC1. The product is [Si:29]([O:36][C:37]1[CH:38]=[CH:39][C:40]([CH:43]2[CH2:48][CH2:47][C:46]([C:2]3[CH:7]=[CH:6][C:5]([O:8][CH2:9][O:10][CH3:11])=[CH:4][C:3]=3[O:12][CH2:13][O:14][CH3:15])([OH:49])[CH2:45][CH2:44]2)=[CH:41][CH:42]=1)([C:32]([CH3:35])([CH3:34])[CH3:33])([CH3:31])[CH3:30]. The yield is 0.250. (3) The reactants are [OH:1][C:2]1[CH:7]=[CH:6][C:5]([C:8]2[C:12]([NH:13][C:14](=[O:25])[O:15][CH:16]([C:18]3[CH:23]=[CH:22][CH:21]=[CH:20][C:19]=3[Cl:24])[CH3:17])=[CH:11][O:10][N:9]=2)=[CH:4][CH:3]=1.C(=O)([O-])[O-].[K+].[K+].Br[CH2:33][CH2:34][CH2:35][CH2:36][C:37]([O:39][CH2:40][CH3:41])=[O:38].O. The catalyst is CN(C)C=O. The product is [Cl:24][C:19]1[CH:20]=[CH:21][CH:22]=[CH:23][C:18]=1[CH:16]([O:15][C:14]([NH:13][C:12]1[C:8]([C:5]2[CH:4]=[CH:3][C:2]([O:1][CH2:33][CH2:34][CH2:35][CH2:36][C:37]([O:39][CH2:40][CH3:41])=[O:38])=[CH:7][CH:6]=2)=[N:9][O:10][CH:11]=1)=[O:25])[CH3:17]. The yield is 0.550.